From a dataset of Full USPTO retrosynthesis dataset with 1.9M reactions from patents (1976-2016). Predict the reactants needed to synthesize the given product. (1) Given the product [C:29]([O:28][C@@H:27]1[C@@:37]([CH3:49])([CH2:39][O:40][C:41](=[O:48])[C:42]2[CH:47]=[CH:46][CH:45]=[CH:44][CH:43]=2)[O:38][C@@H:25]([N:1]2[CH:8]=[CH:7][C:5](=[O:6])[NH:4][C:2]2=[O:3])[C@H:26]1[F:50])(=[O:36])[C:30]1[CH:31]=[CH:32][CH:33]=[CH:34][CH:35]=1, predict the reactants needed to synthesize it. The reactants are: [NH:1]1[CH:8]=[CH:7][C:5](=[O:6])[NH:4][C:2]1=[O:3].C/C(/O[Si](C)(C)C)=N\[Si](C)(C)C.C(O[CH:25]1[O:38][C@:37]([CH3:49])([CH2:39][O:40][C:41](=[O:48])[C:42]2[CH:47]=[CH:46][CH:45]=[CH:44][CH:43]=2)[C@@H:27]([O:28][C:29](=[O:36])[C:30]2[CH:35]=[CH:34][CH:33]=[CH:32][CH:31]=2)[C@@H:26]1[F:50])(=O)C. (2) Given the product [Cl:1][C:2]1[CH:3]=[CH:4][C:5]([NH:8][C:9](=[O:26])[C:10]2[CH:15]=[CH:14][CH:13]=[CH:12][C:11]=2[NH:16][CH2:17][N:19]2[CH2:24][CH2:23][CH:22]([N:27]3[CH2:31][CH2:30][CH2:29][CH2:28]3)[CH2:21][CH2:20]2)=[N:6][CH:7]=1, predict the reactants needed to synthesize it. The reactants are: [Cl:1][C:2]1[CH:3]=[CH:4][C:5]([NH:8][C:9](=[O:26])[C:10]2[CH:15]=[CH:14][CH:13]=[CH:12][C:11]=2[NH:16][C:17]([N:19]2[CH2:24][CH2:23][C:22](=O)[CH2:21][CH2:20]2)=O)=[N:6][CH:7]=1.[NH:27]1[CH2:31][CH2:30][CH2:29][CH2:28]1. (3) Given the product [NH2:9][CH2:10][CH2:11][CH2:12][CH2:13][O:14][N:15]1[C:27]2[C:26]3[CH:25]=[CH:24][CH:23]=[CH:22][C:21]=3[N:20]=[C:19]([NH2:28])[C:18]=2[N:17]=[C:16]1[CH2:29][CH2:30][CH2:31][CH3:32].[C:1]([OH:8])(=[O:7])/[CH:2]=[CH:3]\[C:4]([OH:6])=[O:5].[C:1]([OH:8])(=[O:7])/[CH:2]=[CH:3]\[C:4]([OH:6])=[O:5].[NH2:9][CH2:10][CH2:11][CH2:12][CH2:13][O:14][N:15]1[C:27]2[C:26]3[CH:25]=[CH:24][CH:23]=[CH:22][C:21]=3[N:20]=[C:19]([NH2:28])[C:18]=2[N:17]=[C:16]1[CH2:29][CH2:30][CH2:31][CH3:32], predict the reactants needed to synthesize it. The reactants are: [C:1]([OH:8])(=[O:7])/[CH:2]=[CH:3]\[C:4]([OH:6])=[O:5].[NH2:9][CH2:10][CH2:11][CH2:12][CH2:13][O:14][N:15]1[C:27]2[C:26]3[CH:25]=[CH:24][CH:23]=[CH:22][C:21]=3[N:20]=[C:19]([NH2:28])[C:18]=2[N:17]=[C:16]1[CH2:29][CH2:30][CH2:31][CH3:32].C(O)CCCC. (4) Given the product [F:26][C:21]([F:27])([C:22]([F:23])([F:24])[F:25])[C:2]([F:1])([F:28])[C:3]([C:6]1[CH:19]=[CH:18][C:9]([NH:10][C:11](=[O:17])[O:12][C:13]([CH3:16])([CH3:15])[CH3:14])=[C:8]([CH3:20])[CH:7]=1)=[CH2:4], predict the reactants needed to synthesize it. The reactants are: [F:1][C:2]([F:28])([C:21]([F:27])([F:26])[C:22]([F:25])([F:24])[F:23])[C:3]([C:6]1[CH:19]=[CH:18][C:9]([NH:10][C:11](=[O:17])[O:12][C:13]([CH3:16])([CH3:15])[CH3:14])=[C:8]([CH3:20])[CH:7]=1)(O)[CH3:4].CC(C)([O-])C.[K+].FC(F)(F)C(OC(=O)C(F)(F)F)=O. (5) Given the product [C:1]([O:5][C:6](=[O:22])[N:7]([CH2:9][CH2:10][NH:11][C:12]1[CH:13]=[CH:14][C:15]2[N:16]([C:18]([C:29]3[S:30][C:26]([C:23](=[O:25])[CH3:24])=[CH:27][CH:28]=3)=[CH:19][N:20]=2)[N:17]=1)[CH3:8])([CH3:4])([CH3:3])[CH3:2], predict the reactants needed to synthesize it. The reactants are: [C:1]([O:5][C:6](=[O:22])[N:7]([CH2:9][CH2:10][NH:11][C:12]1[CH:13]=[CH:14][C:15]2[N:16]([C:18](Br)=[CH:19][N:20]=2)[N:17]=1)[CH3:8])([CH3:4])([CH3:3])[CH3:2].[C:23]([C:26]1[S:30][C:29](B(O)O)=[CH:28][CH:27]=1)(=[O:25])[CH3:24].O.[O-]P([O-])([O-])=O.[K+].[K+].[K+].ClCCl.N#N. (6) Given the product [NH2:42][C:43]1[N:44]=[C:23]([C:24]([N:26]2[CH2:27][C:28]3[C:33](=[CH:32][CH:31]=[CH:30][CH:29]=3)[CH2:34]2)=[O:25])[C:10]2[C:9](=[CH:14][CH:13]=[C:12]([C:15]3([C:18]([O:20][CH2:21][CH3:22])=[O:19])[CH2:17][CH2:16]3)[CH:11]=2)[N:8]=1, predict the reactants needed to synthesize it. The reactants are: C(OC([NH:8][C:9]1[CH:14]=[CH:13][C:12]([C:15]2([C:18]([O:20][CH2:21][CH3:22])=[O:19])[CH2:17][CH2:16]2)=[CH:11][C:10]=1[C:23](=O)[C:24]([N:26]1[CH2:34][C:33]2[C:28](=[CH:29][CH:30]=[CH:31][CH:32]=2)[CH2:27]1)=[O:25])=O)(C)(C)C.[F-].[Cs+].C[Si]([N:42]=[C:43]=[N:44][Si](C)(C)C)(C)C.Cl.